From a dataset of Reaction yield outcomes from USPTO patents with 853,638 reactions. Predict the reaction yield, written as a fraction of the theoretical maximum amount of product (1.0 means a 100% yield; for example, 0.34 means a 34% yield). (1) The reactants are [F:1][C:2]1[CH:7]=[CH:6][CH:5]=[CH:4][C:3]=1[N:8]1[CH2:13][C:12]2[CH:14]=[CH:15][CH:16]=[CH:17][C:11]=2[NH:10][S:9]1(=[O:19])=[O:18].[Br:20][CH2:21][CH2:22][CH2:23]O.CC(OC(/N=N/C(OC(C)C)=O)=O)C.C1(P(C2C=CC=CC=2)C2C=CC=CC=2)C=CC=CC=1.[Cl-].[Na+]. The catalyst is O1CCCC1. The product is [Br:20][CH2:21][CH2:22][CH2:23][N:10]1[C:11]2[CH:17]=[CH:16][CH:15]=[CH:14][C:12]=2[CH2:13][N:8]([C:3]2[CH:4]=[CH:5][CH:6]=[CH:7][C:2]=2[F:1])[S:9]1(=[O:19])=[O:18]. The yield is 0.470. (2) The reactants are [C:1]([C:5]1[CH:9]=[C:8]([C:10](OCC)=[O:11])[NH:7][N:6]=1)([CH3:4])([CH3:3])[CH3:2].[H-].[Al+3].[Li+].[H-].[H-].[H-].O.O.O.O.O.O.O.O.O.O.S([O-])([O-])(=O)=O.[Na+].[Na+]. The catalyst is [O-2].[O-2].[Mn+4].O1CCCC1. The product is [C:1]([C:5]1[CH:9]=[C:8]([CH:10]=[O:11])[NH:7][N:6]=1)([CH3:4])([CH3:2])[CH3:3]. The yield is 0.690. (3) The reactants are [O:1]1[CH2:5][CH2:4][C@H:3]([O:6][CH2:7][C:8]2[N:13]=[C:12]([C:14]#[N:15])[CH:11]=[CH:10][CH:9]=2)[CH2:2]1.B. No catalyst specified. The product is [O:1]1[CH2:5][CH2:4][C@H:3]([O:6][CH2:7][C:8]2[N:13]=[C:12]([CH2:14][NH2:15])[CH:11]=[CH:10][CH:9]=2)[CH2:2]1. The yield is 0.390. (4) The reactants are [CH2:1]([O:8][C:9]1[CH:10]=[C:11]2[C:15](=[CH:16][CH:17]=1)[NH:14][CH:13]=[CH:12]2)[C:2]1[CH:7]=[CH:6][CH:5]=[CH:4][CH:3]=1.[CH3:18][C:19]([O-])([CH3:21])[CH3:20].[K+].[F:24]C1C=C(C=CC=1)CBr.[CH2:33]1[CH2:37]OC[CH2:34]1. No catalyst specified. The product is [F:24][C:18]1[CH:37]=[CH:33][CH:34]=[CH:21][C:19]=1[CH2:20][N:14]1[C:15]2[C:11](=[CH:10][C:9]([O:8][CH2:1][C:2]3[CH:3]=[CH:4][CH:5]=[CH:6][CH:7]=3)=[CH:17][CH:16]=2)[CH:12]=[CH:13]1. The yield is 0.440. (5) The reactants are [CH3:1][NH:2][NH2:3].[Cl:4][C:5]1[CH:10]=[CH:9][C:8]([NH:11][C:12]([NH:14][C:15]2[CH:16]=[C:17]3[C:22](=[CH:23][CH:24]=2)[O:21][CH:20]=[CH:19][C:18]3=O)=[O:13])=[CH:7][CH:6]=1. The catalyst is N1C=CC=CC=1. The product is [Cl:4][C:5]1[CH:10]=[CH:9][C:8]([NH:11][C:12]([NH:14][C:15]2[CH:24]=[CH:23][C:22]([OH:21])=[C:17]([C:18]3[N:2]([CH3:1])[N:3]=[CH:20][CH:19]=3)[CH:16]=2)=[O:13])=[CH:7][CH:6]=1. The yield is 0.470.